Dataset: Full USPTO retrosynthesis dataset with 1.9M reactions from patents (1976-2016). Task: Predict the reactants needed to synthesize the given product. (1) Given the product [CH:19]1([CH2:22][N:5]2[CH2:6][CH2:7][CH2:8][CH2:9][C@@H:10]([NH:11][C:12](=[O:18])[O:13][C:14]([CH3:15])([CH3:17])[CH3:16])[C:4]2=[O:3])[CH2:21][CH2:20]1, predict the reactants needed to synthesize it. The reactants are: [H-].[Na+].[O:3]=[C:4]1[C@H:10]([NH:11][C:12](=[O:18])[O:13][C:14]([CH3:17])([CH3:16])[CH3:15])[CH2:9][CH2:8][CH2:7][CH2:6][NH:5]1.[CH:19]1([CH2:22]Br)[CH2:21][CH2:20]1. (2) Given the product [F:64][C:63]([F:66])([F:65])[C:70]([OH:71])=[O:35].[OH:10][C:11]1[CH:12]=[CH:13][C:14]([CH2:17][CH2:18][C:19]([NH:21][CH2:22][C:23](=[O:25])[N:52]2[CH2:53][CH2:54][N:49]([C:55](=[O:56])[C:57]3[CH:62]=[CH:61][CH:60]=[CH:59][C:58]=3[C:63]([F:66])([F:64])[F:65])[CH2:50][CH2:51]2)=[O:20])=[CH:15][CH:16]=1, predict the reactants needed to synthesize it. The reactants are: CCN(C(C)C)C(C)C.[OH:10][C:11]1[CH:16]=[CH:15][C:14]([CH2:17][CH2:18][C:19]([NH:21][CH2:22][C:23]([OH:25])=O)=[O:20])=[CH:13][CH:12]=1.C1C=CC2N([OH:35])N=NC=2C=1.CCN=C=NCCCN(C)C.Cl.Cl.[N:49]1([C:55]([C:57]2[CH:62]=[CH:61][CH:60]=[CH:59][C:58]=2[C:63]([F:66])([F:65])[F:64])=[O:56])[CH2:54][CH2:53][NH:52][CH2:51][CH2:50]1.CN([CH:70]=[O:71])C. (3) Given the product [C:1]([O:5][C:6]([N:8]1[CH2:13][CH2:12][CH:11]([CH2:14][N:15]2[CH2:20][CH2:19][N:18]([S:40]([C:38]3[S:37][C:36]4[CH:44]=[C:32]([Cl:31])[CH:33]=[CH:34][C:35]=4[CH:39]=3)(=[O:42])=[O:41])[CH2:17][C:16]2=[O:21])[CH2:10][CH2:9]1)=[O:7])([CH3:4])([CH3:2])[CH3:3], predict the reactants needed to synthesize it. The reactants are: [C:1]([O:5][C:6]([N:8]1[CH2:13][CH2:12][CH:11]([CH2:14][N:15]2[CH2:20][CH2:19][NH:18][CH2:17][C:16]2=[O:21])[CH2:10][CH2:9]1)=[O:7])([CH3:4])([CH3:3])[CH3:2].C(N(C(C)C)CC)(C)C.[Cl:31][C:32]1[CH:33]=[CH:34][C:35]2[CH:39]=[C:38]([S:40](Cl)(=[O:42])=[O:41])[S:37][C:36]=2[CH:44]=1.